Dataset: Full USPTO retrosynthesis dataset with 1.9M reactions from patents (1976-2016). Task: Predict the reactants needed to synthesize the given product. (1) Given the product [N+:3]([C:4]1[CH:9]=[CH:11][C:10]([OH:12])=[C:9]([C:4]2[CH:5]=[CH:6][CH:7]=[CH:8][N:3]=2)[CH:5]=1)([O-:13])=[O:1], predict the reactants needed to synthesize it. The reactants are: [OH-:1].[Na+].[N:3]1[CH:8]=[CH:7][CH:6]=[CH:5][C:4]=1[CH2:9][C:10](=[O:12])[CH3:11].[OH2:13]. (2) Given the product [F:1][C:2]1[CH:7]=[C:6]([CH3:8])[CH:5]=[CH:4][C:3]=1[NH:9][C:10]1[C:19]2[C:14](=[CH:15][C:16]([O:27][CH3:28])=[C:17]([N:20]3[CH2:25][CH2:24][N:23]([CH3:26])[CH2:22][CH2:21]3)[CH:18]=2)[N:13]=[N:12][C:11]=1[C:29]([NH2:30])=[O:37], predict the reactants needed to synthesize it. The reactants are: [F:1][C:2]1[CH:7]=[C:6]([CH3:8])[CH:5]=[CH:4][C:3]=1[NH:9][C:10]1[C:19]2[C:14](=[CH:15][C:16]([O:27][CH3:28])=[C:17]([N:20]3[CH2:25][CH2:24][N:23]([CH3:26])[CH2:22][CH2:21]3)[CH:18]=2)[N:13]=[N:12][C:11]=1[C:29]#[N:30].[OH-].[K+].C([OH:37])(C)(C)C.